This data is from Full USPTO retrosynthesis dataset with 1.9M reactions from patents (1976-2016). The task is: Predict the reactants needed to synthesize the given product. Given the product [Cl:9][C:10]1[CH:11]=[CH:12][C:13]([CH2:16][C:17]([O:19][CH2:6][CH3:7])=[O:18])=[CH:14][CH:15]=1, predict the reactants needed to synthesize it. The reactants are: S(=O)(=O)(O)O.[CH2:6](O)[CH3:7].[Cl:9][C:10]1[CH:15]=[CH:14][C:13]([CH2:16][C:17]([OH:19])=[O:18])=[CH:12][CH:11]=1.